Dataset: Catalyst prediction with 721,799 reactions and 888 catalyst types from USPTO. Task: Predict which catalyst facilitates the given reaction. Reactant: [NH2:1][C:2]1[C:7]([I:8])=[CH:6][C:5]([NH:9][C:10](=[O:14])[O:11][CH2:12][CH3:13])=[C:4]([O:15][CH3:16])[CH:3]=1.[CH3:17][S:18](Cl)(=[O:20])=[O:19]. Product: [I:8][C:7]1[C:2]([NH:1][S:18]([CH3:17])(=[O:20])=[O:19])=[CH:3][C:4]([O:15][CH3:16])=[C:5]([NH:9][C:10](=[O:14])[O:11][CH2:12][CH3:13])[CH:6]=1. The catalyst class is: 17.